From a dataset of Forward reaction prediction with 1.9M reactions from USPTO patents (1976-2016). Predict the product of the given reaction. (1) The product is: [CH2:38]([O:42][C:43]([N:7]1[CH2:8][C@H:9]([S:11][C:12]([C:25]2[CH:30]=[CH:29][CH:28]=[CH:27][CH:26]=2)([C:13]2[CH:18]=[CH:17][CH:16]=[CH:15][CH:14]=2)[C:19]2[CH:20]=[CH:21][CH:22]=[CH:23][CH:24]=2)[CH2:10][C@H:6]1[C:4](=[O:5])[N:3]([O:2][CH3:1])[CH3:31])=[O:44])[CH2:39][CH2:40][CH3:41]. Given the reactants [CH3:1][O:2][N:3]([CH3:31])[C:4]([C@@H:6]1[CH2:10][C@@H:9]([S:11][C:12]([C:25]2[CH:30]=[CH:29][CH:28]=[CH:27][CH:26]=2)([C:19]2[CH:24]=[CH:23][CH:22]=[CH:21][CH:20]=2)[C:13]2[CH:18]=[CH:17][CH:16]=[CH:15][CH:14]=2)[CH2:8][NH:7]1)=[O:5].N1C=CC=CC=1.[CH2:38]([O:42][C:43](Cl)=[O:44])[CH2:39][CH2:40][CH3:41], predict the reaction product. (2) Given the reactants FC(F)(F)S(O[C:7]1[C:12]([O:13][CH3:14])=[C:11]([CH3:15])[N:10]=[C:9]([N:16]2[CH2:20][CH2:19][CH2:18][C@H:17]2[C:21]2[CH:26]=[CH:25][C:24]([CH3:27])=[CH:23][CH:22]=2)[N:8]=1)(=O)=O.[NH2:30][C:31]1[S:32][C:33]([C:36]#[N:37])=[CH:34][N:35]=1.CC(C1C=C(C(C)C)C(C2C(P(C(C)(C)C)C(C)(C)C)=CC=CC=2)=C(C(C)C)C=1)C.P([O-])([O-])([O-])=O.[K+].[K+].[K+], predict the reaction product. The product is: [CH3:14][O:13][C:12]1[C:7]([NH:30][C:31]2[S:32][C:33]([C:36]#[N:37])=[CH:34][N:35]=2)=[N:8][C:9]([N:16]2[CH2:20][CH2:19][CH2:18][C@H:17]2[C:21]2[CH:22]=[CH:23][C:24]([CH3:27])=[CH:25][CH:26]=2)=[N:10][C:11]=1[CH3:15]. (3) Given the reactants CN1CCOCC1.C(OC(Cl)=O)C(C)C.[C:16]([O:20][C:21]([NH:23][C@H:24]1[CH2:32][O:31][C:30](=[O:33])[C@H:29]([CH2:34]C(O)=O)[C@@H:28]([O:38][C:39](=[O:43])[CH:40]([CH3:42])[CH3:41])[C@H:27]([CH3:44])[O:26][C:25]1=[O:45])=[O:22])([CH3:19])([CH3:18])[CH3:17].[Al].SC1C=CC=C[N+]=1[O-].C(N(CC)CC)C.C(I)(I)[I:63], predict the reaction product. The product is: [C:39]([O:38][C@@H:28]1[C@@H:29]([CH2:34][I:63])[C:30](=[O:33])[O:31][CH2:32][C@H:24]([NH:23][C:21]([O:20][C:16]([CH3:19])([CH3:18])[CH3:17])=[O:22])[C:25](=[O:45])[O:26][C@H:27]1[CH3:44])(=[O:43])[CH:40]([CH3:42])[CH3:41]. (4) Given the reactants [F:1][C:2]1[C:3]([NH:15][S:16]([CH3:19])(=[O:18])=[O:17])=[CH:4][C:5]2[CH:9]=[C:8]([C:10]([O:12][CH3:13])=[O:11])[S:7][C:6]=2[CH:14]=1.CI.[C:22]([O-])([O-])=O.[K+].[K+].O, predict the reaction product. The product is: [F:1][C:2]1[C:3]([N:15]([CH3:22])[S:16]([CH3:19])(=[O:17])=[O:18])=[CH:4][C:5]2[CH:9]=[C:8]([C:10]([O:12][CH3:13])=[O:11])[S:7][C:6]=2[CH:14]=1. (5) Given the reactants [OH:1][CH:2]([C:4]12[CH2:11][CH2:10][C:7]([NH:12][C:13](=[O:19])[O:14][C:15]([CH3:18])([CH3:17])[CH3:16])([CH2:8][CH2:9]1)[CH2:6][O:5]2)[CH3:3].CC(OI1(OC(C)=O)(OC(C)=O)OC(=O)C2C=CC=CC1=2)=O, predict the reaction product. The product is: [C:2]([C:4]12[CH2:11][CH2:10][C:7]([NH:12][C:13](=[O:19])[O:14][C:15]([CH3:18])([CH3:17])[CH3:16])([CH2:8][CH2:9]1)[CH2:6][O:5]2)(=[O:1])[CH3:3]. (6) Given the reactants [CH2:1]([O:3][C:4](=[O:22])[CH2:5][O:6][C@@H:7]1[CH2:13][C@H:12]2[N:14](C(OC(C)(C)C)=O)[C@@H:8]1[CH2:9][O:10][CH2:11]2)[CH3:2].Cl.O1CCOCC1, predict the reaction product. The product is: [CH:12]12[NH:14][CH:8]([CH:7]([O:6][CH2:5][C:4]([O:3][CH2:1][CH3:2])=[O:22])[CH2:13]1)[CH2:9][O:10][CH2:11]2.